This data is from Peptide-MHC class II binding affinity with 134,281 pairs from IEDB. The task is: Regression. Given a peptide amino acid sequence and an MHC pseudo amino acid sequence, predict their binding affinity value. This is MHC class II binding data. (1) The peptide sequence is GWLSCLSITWTLIKNMEK. The MHC is DRB1_0404 with pseudo-sequence DRB1_0404. The binding affinity (normalized) is 0.128. (2) The peptide sequence is ECEWPLTHTIGTSVE. The MHC is HLA-DQA10501-DQB10303 with pseudo-sequence HLA-DQA10501-DQB10303. The binding affinity (normalized) is 0.680. (3) The peptide sequence is SCGLYKQPGVPVRWK. The MHC is DRB1_0405 with pseudo-sequence DRB1_0405. The binding affinity (normalized) is 0.325. (4) The peptide sequence is PFTVRYTTEGGTKTE. The MHC is HLA-DQA10102-DQB10602 with pseudo-sequence HLA-DQA10102-DQB10602. The binding affinity (normalized) is 0.163. (5) The peptide sequence is YDKFRANVSTVLTGK. The MHC is DRB1_0405 with pseudo-sequence DRB1_0405. The binding affinity (normalized) is 0.516. (6) The peptide sequence is PPLYATGRLSQAQLMPSPPM. The MHC is HLA-DPA10103-DPB10401 with pseudo-sequence HLA-DPA10103-DPB10401. The binding affinity (normalized) is 0.130. (7) The peptide sequence is AGRFEVHAQTVEDEA. The MHC is DRB1_1501 with pseudo-sequence DRB1_1501. The binding affinity (normalized) is 0.102. (8) The peptide sequence is GWGNGCGLFGKGSIV. The MHC is DRB1_1301 with pseudo-sequence DRB1_1301. The binding affinity (normalized) is 0.442. (9) The peptide sequence is EKKYFAATQFEPLAY. The MHC is HLA-DPA10201-DPB11401 with pseudo-sequence HLA-DPA10201-DPB11401. The binding affinity (normalized) is 0.793. (10) The peptide sequence is MSGPMQQLTQPLQQV. The MHC is DRB1_0101 with pseudo-sequence DRB1_0101. The binding affinity (normalized) is 0.366.